This data is from Full USPTO retrosynthesis dataset with 1.9M reactions from patents (1976-2016). The task is: Predict the reactants needed to synthesize the given product. Given the product [F:33][C:34]([F:39])([F:38])[C:35]([OH:37])=[O:36].[CH:1]1([CH2:7][CH2:8][CH2:9][C@@H:10]([C:19]2[O:23][N:22]=[C:21]([C:24]([N:26]3[CH2:31][CH2:30][N:29]([CH3:32])[CH2:28][CH2:27]3)=[O:25])[N:20]=2)[CH2:11][C:12]([OH:14])=[O:13])[CH2:6][CH2:5][CH2:4][CH2:3][CH2:2]1, predict the reactants needed to synthesize it. The reactants are: [CH:1]1([CH2:7][CH2:8][CH2:9][C@@H:10]([C:19]2[O:23][N:22]=[C:21]([C:24]([N:26]3[CH2:31][CH2:30][N:29]([CH3:32])[CH2:28][CH2:27]3)=[O:25])[N:20]=2)[CH2:11][C:12]([O:14]C(C)(C)C)=[O:13])[CH2:6][CH2:5][CH2:4][CH2:3][CH2:2]1.[F:33][C:34]([F:39])([F:38])[C:35]([OH:37])=[O:36].